From a dataset of CYP2C19 inhibition data for predicting drug metabolism from PubChem BioAssay. Regression/Classification. Given a drug SMILES string, predict its absorption, distribution, metabolism, or excretion properties. Task type varies by dataset: regression for continuous measurements (e.g., permeability, clearance, half-life) or binary classification for categorical outcomes (e.g., BBB penetration, CYP inhibition). Dataset: cyp2c19_veith. (1) The compound is CN1N=C(N)c2cn([C@H]3O[C@@H](CO)[C@@H](O)[C@@H]3O)c3ncnc1c23. The result is 0 (non-inhibitor). (2) The result is 1 (inhibitor). The drug is NC(=O)[C@H](Cc1cc2ccccc2s1)NC(=O)[C@@H]1CC2(CC(c3cccc(NC(=O)[C@@H]4CCC(=O)N4)c3)=NO2)CN1C(=O)/C=C/c1c(F)cccc1Cl. (3) The compound is CS(=O)(=O)N1CCC2(CCCN(C(=O)Nc3cccc(C#N)c3)C2)CC1. The result is 0 (non-inhibitor). (4) The compound is Cc1sc(NC(=O)c2ccco2)c(C(c2cccnc2)N2CCCC2)c1C. The result is 1 (inhibitor). (5) The result is 1 (inhibitor). The compound is O=c1[nH]c2[nH]c(=S)[nH]c(=S)c2[nH]1. (6) The drug is c1ccc(CSc2nnc3c4ccccc4c4ccccc4c3n2)cc1. The result is 0 (non-inhibitor). (7) The molecule is Cc1cccc(CNc2ncnc3ccc(-c4ccccc4CN(C)C)cc23)c1. The result is 0 (non-inhibitor).